The task is: Predict the product of the given reaction.. This data is from Forward reaction prediction with 1.9M reactions from USPTO patents (1976-2016). (1) The product is: [C:8]([C:7]1[CH:10]=[C:3]([CH:4]=[CH:5][C:6]=1[CH:11]1[CH2:15][CH2:14][CH2:13][CH2:12]1)[CH2:2][O:16][C:17]1[CH:25]=[CH:24][C:23]2[N:22]3[CH2:26][CH2:27][CH:28]([CH2:29][C:30]([OH:32])=[O:31])[C:21]3=[CH:20][C:19]=2[CH:18]=1)#[N:9]. Given the reactants Cl[CH2:2][C:3]1[CH:4]=[CH:5][C:6]([CH:11]2[CH2:15][CH2:14][CH2:13][CH2:12]2)=[C:7]([CH:10]=1)[C:8]#[N:9].[OH:16][C:17]1[CH:25]=[CH:24][C:23]2[N:22]3[CH2:26][CH2:27][CH:28]([CH2:29][C:30]([O:32]C(C)(C)C)=[O:31])[C:21]3=[CH:20][C:19]=2[CH:18]=1.C([O-])([O-])=O.[K+].[K+].N[C@H](C(O)=O)CS, predict the reaction product. (2) Given the reactants C1(C[O:8][CH2:9][C:10]([N:12]2[C:20]3[C:15](=[CH:16][C:17]([N:21]4[CH2:25][C@H:24]([C:26]([O:28][CH3:29])=[O:27])[O:23][C:22]4=[O:30])=[CH:18][CH:19]=3)[CH2:14][C@H:13]2[CH3:31])=[O:11])C=CC=CC=1.[H][H], predict the reaction product. The product is: [OH:8][CH2:9][C:10]([N:12]1[C:20]2[C:15](=[CH:16][C:17]([N:21]3[CH2:25][C@H:24]([C:26]([O:28][CH3:29])=[O:27])[O:23][C:22]3=[O:30])=[CH:18][CH:19]=2)[CH2:14][C@H:13]1[CH3:31])=[O:11]. (3) Given the reactants [Mg].Br[C:3]1[CH:4]=[C:5]([O:9][CH3:10])[CH:6]=[CH:7][CH:8]=1.[CH2:11]([N:18]1[CH2:23][CH2:22][CH2:21][C:20](=[O:24])[CH2:19]1)[C:12]1[CH:17]=[CH:16][CH:15]=[CH:14][CH:13]=1, predict the reaction product. The product is: [CH2:11]([N:18]1[CH2:23][CH2:22][CH2:21][C:20]([C:3]2[CH:8]=[CH:7][CH:6]=[C:5]([O:9][CH3:10])[CH:4]=2)([OH:24])[CH2:19]1)[C:12]1[CH:13]=[CH:14][CH:15]=[CH:16][CH:17]=1. (4) Given the reactants [F:1][C:2]([F:32])([F:31])[C:3]1[CH:8]=[CH:7][C:6]([C:9]2[C:10]([C:15]([NH:17][C:18]3[CH:27]=[C:26]4[C:21]([CH:22]=[C:23]([C:28]([OH:30])=O)[CH:24]=[N:25]4)=[CH:20][CH:19]=3)=[O:16])=[CH:11][CH:12]=[CH:13][CH:14]=2)=[CH:5][CH:4]=1.[CH3:33][O:34][C:35]1[CH:36]=[C:37]([CH:40]=[CH:41][CH:42]=1)[CH2:38][NH2:39].Cl.CN(C)CCCN=C=NCC.ON1C2C=CC=CC=2N=N1.C(N(CC)CC)C, predict the reaction product. The product is: [CH3:33][O:34][C:35]1[CH:36]=[C:37]([CH:40]=[CH:41][CH:42]=1)[CH2:38][NH:39][C:28]([C:23]1[CH:24]=[N:25][C:26]2[C:21]([CH:22]=1)=[CH:20][CH:19]=[C:18]([NH:17][C:15]([C:10]1[C:9]([C:6]3[CH:5]=[CH:4][C:3]([C:2]([F:31])([F:32])[F:1])=[CH:8][CH:7]=3)=[CH:14][CH:13]=[CH:12][CH:11]=1)=[O:16])[CH:27]=2)=[O:30]. (5) Given the reactants [F:1][C:2]1([F:19])[C:5]2([CH2:9][CH2:8][N:7]([C:10]3[C:11]4[CH:18]=[CH:17][NH:16][C:12]=4[N:13]=[CH:14][N:15]=3)[CH2:6]2)[NH:4][CH2:3]1.CC1N([C:26]([CH2:28][C:29]#[N:30])=[O:27])N=C(C)C=1.C(N(CC)C(C)C)(C)C.C(=O)(O)[O-].[Na+], predict the reaction product. The product is: [F:19][C:2]1([F:1])[C:5]2([CH2:9][CH2:8][N:7]([C:10]3[C:11]4[CH:18]=[CH:17][NH:16][C:12]=4[N:13]=[CH:14][N:15]=3)[CH2:6]2)[N:4]([C:26](=[O:27])[CH2:28][C:29]#[N:30])[CH2:3]1. (6) Given the reactants C(OC([NH:8][CH2:9][C:10](O)=[O:11])=O)(C)(C)C.[NH:13]1[CH2:18][CH2:17][O:16][CH2:15][CH2:14]1.C(N(C(C)C)C(C)C)C.F[P-](F)(F)(F)(F)F.N1(OC(=[N+](C)C)N(C)C)C2C=CC=CC=2N=N1.[ClH:52], predict the reaction product. The product is: [ClH:52].[NH2:8][CH2:9][C:10]([N:13]1[CH2:18][CH2:17][O:16][CH2:15][CH2:14]1)=[O:11]. (7) Given the reactants [Cl:1][C:2]1[CH:7]=[CH:6][C:5]([CH2:8][C@@H:9]([NH:33][C:34]([CH:36]2[CH2:39][N:38](C(OC(C)(C)C)=O)[CH2:37]2)=[O:35])[C:10]([N:12]2[CH2:17][CH2:16][CH:15]([C:18]3[CH:23]=[CH:22][CH:21]=[CH:20][C:19]=3[N:24]([CH2:29][CH:30]3[CH2:32][CH2:31]3)[S:25]([CH3:28])(=[O:27])=[O:26])[CH2:14][CH2:13]2)=[O:11])=[CH:4][CH:3]=1.C(O)(C(F)(F)F)=O, predict the reaction product. The product is: [Cl:1][C:2]1[CH:7]=[CH:6][C:5]([CH2:8][C@@H:9]([NH:33][C:34]([CH:36]2[CH2:39][NH:38][CH2:37]2)=[O:35])[C:10]([N:12]2[CH2:17][CH2:16][CH:15]([C:18]3[CH:23]=[CH:22][CH:21]=[CH:20][C:19]=3[N:24]([CH2:29][CH:30]3[CH2:32][CH2:31]3)[S:25]([CH3:28])(=[O:27])=[O:26])[CH2:14][CH2:13]2)=[O:11])=[CH:4][CH:3]=1.